Regression/Classification. Given a drug SMILES string, predict its absorption, distribution, metabolism, or excretion properties. Task type varies by dataset: regression for continuous measurements (e.g., permeability, clearance, half-life) or binary classification for categorical outcomes (e.g., BBB penetration, CYP inhibition). Dataset: cyp2c9_veith. From a dataset of CYP2C9 inhibition data for predicting drug metabolism from PubChem BioAssay. (1) The compound is O=C(NCCc1c[nH]c2ccccc12)[C@@H]1C[C@H]1[C@@H](NP(=O)(c1ccccc1)c1ccccc1)c1ccccc1. The result is 1 (inhibitor). (2) The molecule is O.O=C(O)[C@H]1[C@@H](O)CC[C@H]2CN3CCc4c([nH]c5ccccc45)[C@@H]3C[C@H]21. The result is 0 (non-inhibitor). (3) The drug is O=S(=O)(Nc1ccc(Cc2ccncc2)cc1)c1ccc(Br)cc1. The result is 1 (inhibitor). (4) The drug is CC(C)C[C@H](NC(=O)[C@@H](O)[C@H](N)Cc1ccccc1)C(=O)O. The result is 0 (non-inhibitor). (5) The molecule is Cc1noc(C)c1-c1nccc(N(C)C)n1. The result is 0 (non-inhibitor).